Regression. Given two drug SMILES strings and cell line genomic features, predict the synergy score measuring deviation from expected non-interaction effect. From a dataset of NCI-60 drug combinations with 297,098 pairs across 59 cell lines. (1) Drug 1: CC(C1=C(C=CC(=C1Cl)F)Cl)OC2=C(N=CC(=C2)C3=CN(N=C3)C4CCNCC4)N. Drug 2: CC1=CC2C(CCC3(C2CCC3(C(=O)C)OC(=O)C)C)C4(C1=CC(=O)CC4)C. Cell line: U251. Synergy scores: CSS=5.85, Synergy_ZIP=-1.02, Synergy_Bliss=3.25, Synergy_Loewe=3.28, Synergy_HSA=3.42. (2) Drug 1: C1CCN(CC1)CCOC2=CC=C(C=C2)C(=O)C3=C(SC4=C3C=CC(=C4)O)C5=CC=C(C=C5)O. Drug 2: C1=CC(=CC=C1CC(C(=O)O)N)N(CCCl)CCCl.Cl. Cell line: SK-MEL-2. Synergy scores: CSS=-2.16, Synergy_ZIP=2.14, Synergy_Bliss=4.84, Synergy_Loewe=-2.06, Synergy_HSA=-2.24. (3) Drug 1: C1=CN(C(=O)N=C1N)C2C(C(C(O2)CO)O)O.Cl. Drug 2: CCC1(C2=C(COC1=O)C(=O)N3CC4=CC5=C(C=CC(=C5CN(C)C)O)N=C4C3=C2)O.Cl. Cell line: UACC62. Synergy scores: CSS=55.2, Synergy_ZIP=-5.79, Synergy_Bliss=-1.28, Synergy_Loewe=1.16, Synergy_HSA=3.89. (4) Drug 1: CC12CCC3C(C1CCC2O)C(CC4=C3C=CC(=C4)O)CCCCCCCCCS(=O)CCCC(C(F)(F)F)(F)F. Drug 2: CN(CCCl)CCCl.Cl. Cell line: MDA-MB-231. Synergy scores: CSS=12.5, Synergy_ZIP=-2.21, Synergy_Bliss=-0.305, Synergy_Loewe=-8.66, Synergy_HSA=-3.63. (5) Drug 1: CC1CCC2CC(C(=CC=CC=CC(CC(C(=O)C(C(C(=CC(C(=O)CC(OC(=O)C3CCCCN3C(=O)C(=O)C1(O2)O)C(C)CC4CCC(C(C4)OC)OCCO)C)C)O)OC)C)C)C)OC. Drug 2: CC1C(C(CC(O1)OC2CC(OC(C2O)C)OC3=CC4=CC5=C(C(=O)C(C(C5)C(C(=O)C(C(C)O)O)OC)OC6CC(C(C(O6)C)O)OC7CC(C(C(O7)C)O)OC8CC(C(C(O8)C)O)(C)O)C(=C4C(=C3C)O)O)O)O. Cell line: MDA-MB-231. Synergy scores: CSS=66.0, Synergy_ZIP=-3.39, Synergy_Bliss=-0.0307, Synergy_Loewe=-2.60, Synergy_HSA=1.13. (6) Drug 1: CC1=CC2C(CCC3(C2CCC3(C(=O)C)OC(=O)C)C)C4(C1=CC(=O)CC4)C. Drug 2: CCC(=C(C1=CC=CC=C1)C2=CC=C(C=C2)OCCN(C)C)C3=CC=CC=C3.C(C(=O)O)C(CC(=O)O)(C(=O)O)O. Cell line: HL-60(TB). Synergy scores: CSS=4.86, Synergy_ZIP=1.59, Synergy_Bliss=8.45, Synergy_Loewe=4.10, Synergy_HSA=5.23. (7) Drug 1: C1CCC(CC1)NC(=O)N(CCCl)N=O. Drug 2: CC1CCC2CC(C(=CC=CC=CC(CC(C(=O)C(C(C(=CC(C(=O)CC(OC(=O)C3CCCCN3C(=O)C(=O)C1(O2)O)C(C)CC4CCC(C(C4)OC)OCCO)C)C)O)OC)C)C)C)OC. Cell line: CCRF-CEM. Synergy scores: CSS=36.9, Synergy_ZIP=0.479, Synergy_Bliss=4.58, Synergy_Loewe=-2.28, Synergy_HSA=6.73. (8) Drug 1: CC(C)(C#N)C1=CC(=CC(=C1)CN2C=NC=N2)C(C)(C)C#N. Drug 2: CC1CCC2CC(C(=CC=CC=CC(CC(C(=O)C(C(C(=CC(C(=O)CC(OC(=O)C3CCCCN3C(=O)C(=O)C1(O2)O)C(C)CC4CCC(C(C4)OC)O)C)C)O)OC)C)C)C)OC. Cell line: KM12. Synergy scores: CSS=-1.25, Synergy_ZIP=3.32, Synergy_Bliss=-0.0371, Synergy_Loewe=-5.66, Synergy_HSA=-6.85.